This data is from Reaction yield outcomes from USPTO patents with 853,638 reactions. The task is: Predict the reaction yield, written as a fraction of the theoretical maximum amount of product (1.0 means a 100% yield; for example, 0.34 means a 34% yield). The reactants are [F:1][C:2]([F:25])([F:24])[C:3]1[CH:4]=[C:5]([NH:13][C:14](=[O:23])[C:15]2[CH:20]=[C:19]([Cl:21])[CH:18]=[CH:17][C:16]=2[OH:22])[CH:6]=[C:7]([C:9]([F:12])([F:11])[F:10])[CH:8]=1.[CH2:26](Br)[C:27]1[CH:32]=[CH:31][CH:30]=[CH:29][CH:28]=1.C(=O)([O-])[O-].[K+].[K+]. The catalyst is CN(C)C=O. The product is [CH2:26]([O:22][C:16]1[CH:17]=[CH:18][C:19]([Cl:21])=[CH:20][C:15]=1[C:14]([NH:13][C:5]1[CH:6]=[C:7]([C:9]([F:10])([F:11])[F:12])[CH:8]=[C:3]([C:2]([F:1])([F:24])[F:25])[CH:4]=1)=[O:23])[C:27]1[CH:32]=[CH:31][CH:30]=[CH:29][CH:28]=1. The yield is 0.930.